Dataset: Forward reaction prediction with 1.9M reactions from USPTO patents (1976-2016). Task: Predict the product of the given reaction. Given the reactants [CH2:1]([CH:3]([C:6]1[CH:11]=[C:10]([CH3:12])[N:9]=[N:8][C:7]=1[NH:13]C(=O)C(C)(C)C)[CH2:4][CH3:5])[CH3:2], predict the reaction product. The product is: [CH2:1]([CH:3]([C:6]1[CH:11]=[C:10]([CH3:12])[N:9]=[N:8][C:7]=1[NH2:13])[CH2:4][CH3:5])[CH3:2].